Dataset: Peptide-MHC class II binding affinity with 134,281 pairs from IEDB. Task: Regression. Given a peptide amino acid sequence and an MHC pseudo amino acid sequence, predict their binding affinity value. This is MHC class II binding data. (1) The peptide sequence is VGRSPEEILRILDGLQTDEL. The MHC is DRB1_0301 with pseudo-sequence DRB1_0301. The binding affinity (normalized) is 0. (2) The peptide sequence is AVFEAALTKAITA. The MHC is DRB1_0301 with pseudo-sequence DRB1_0301. The binding affinity (normalized) is 0. (3) The peptide sequence is EHYTVLFSDLANSHQ. The MHC is DRB1_0405 with pseudo-sequence DRB1_0405. The binding affinity (normalized) is 0.622. (4) The peptide sequence is AADLDAVAAFVESGR. The MHC is HLA-DPA10301-DPB10402 with pseudo-sequence HLA-DPA10301-DPB10402. The binding affinity (normalized) is 0.453. (5) The peptide sequence is SVGTGNCTTNILEAK. The MHC is DRB1_0701 with pseudo-sequence DRB1_0701. The binding affinity (normalized) is 0.241. (6) The peptide sequence is VAPIEHIASMRRNYF. The binding affinity (normalized) is 0.452. The MHC is DRB1_0101 with pseudo-sequence DRB1_0101.